This data is from Peptide-MHC class II binding affinity with 134,281 pairs from IEDB. The task is: Regression. Given a peptide amino acid sequence and an MHC pseudo amino acid sequence, predict their binding affinity value. This is MHC class II binding data. (1) The peptide sequence is DGPIRRNPAGNVARP. The MHC is DRB1_0802 with pseudo-sequence DRB1_0802. The binding affinity (normalized) is 0.131. (2) The peptide sequence is IVYWKQWLSLKNLTQ. The MHC is DRB1_0701 with pseudo-sequence DRB1_0701. The binding affinity (normalized) is 0. (3) The peptide sequence is GVQLPPQEKAPDIGE. The MHC is DRB1_0101 with pseudo-sequence DRB1_0101. The binding affinity (normalized) is 0.222.